Dataset: Catalyst prediction with 721,799 reactions and 888 catalyst types from USPTO. Task: Predict which catalyst facilitates the given reaction. (1) Reactant: [F:1][C:2]([F:7])([F:6])[CH2:3][CH:4]=O.FC(F)(F)C(O)=O.[NH2:15][C:16]1[C:24]([F:25])=[CH:23][C:22]([F:26])=[CH:21][C:17]=1[C:18]([OH:20])=[O:19].C(O[BH-](OC(=O)C)OC(=O)C)(=O)C.[Na+]. Product: [F:25][C:24]1[C:16]([NH:15][CH2:4][CH2:3][C:2]([F:7])([F:6])[F:1])=[C:17]([CH:21]=[C:22]([F:26])[CH:23]=1)[C:18]([OH:20])=[O:19]. The catalyst class is: 2. (2) Reactant: C([O:4][C@@H:5]([C:7]1[CH:8]=[N:9][CH:10]=[C:11]([Br:13])[CH:12]=1)[CH3:6])(=O)C.C([O-])([O-])=O.[K+].[K+]. Product: [Br:13][C:11]1[CH:12]=[C:7]([C@H:5]([OH:4])[CH3:6])[CH:8]=[N:9][CH:10]=1. The catalyst class is: 5. (3) Reactant: [H-].[Na+].[N+:3]([C:6]1[CH:7]=[C:8]([NH:12][S:13]([C:16]2[CH:21]=[CH:20][CH:19]=[CH:18][CH:17]=2)(=[O:15])=[O:14])[CH:9]=[CH:10][CH:11]=1)([O-:5])=[O:4].I[CH3:23]. Product: [CH3:23][N:12]([C:8]1[CH:9]=[CH:10][CH:11]=[C:6]([N+:3]([O-:5])=[O:4])[CH:7]=1)[S:13]([C:16]1[CH:17]=[CH:18][CH:19]=[CH:20][CH:21]=1)(=[O:15])=[O:14]. The catalyst class is: 3. (4) Reactant: Br[C:2]1[C:3]([CH3:21])=[C:4]([NH:9][S:10]([C:13]2[CH:18]=[CH:17][C:16]([F:19])=[CH:15][C:14]=2[F:20])(=[O:12])=[O:11])[C:5]([Cl:8])=[N:6][CH:7]=1.[CH3:22][C:23]1[N:28]=[C:27]([NH:29][C:30]2[CH:35]=[C:34](B3OC(C)(C)C(C)(C)O3)[CH:33]=[CH:32][N:31]=2)[CH:26]=[CH:25][N:24]=1.C(=O)([O-])[O-].[K+].[K+].O. Product: [Cl:8][C:5]1[N:6]=[CH:7][C:2]([C:34]2[CH:33]=[CH:32][N:31]=[C:30]([NH:29][C:27]3[CH:26]=[CH:25][N:24]=[C:23]([CH3:22])[N:28]=3)[CH:35]=2)=[C:3]([CH3:21])[C:4]=1[NH:9][S:10]([C:13]1[CH:18]=[CH:17][C:16]([F:19])=[CH:15][C:14]=1[F:20])(=[O:12])=[O:11]. The catalyst class is: 294. (5) Reactant: [C:1]([C:3]1(O)[CH2:7][CH2:6][N:5]([C:8]([O:10][CH2:11][C:12]2[CH:17]=[CH:16][CH:15]=[CH:14][CH:13]=2)=[O:9])[CH2:4]1)#[N:2].CCN(S(F)(F)[F:25])CC.C([O-])([O-])=O.[Na+].[Na+]. Product: [C:1]([C:3]1([F:25])[CH2:7][CH2:6][N:5]([C:8]([O:10][CH2:11][C:12]2[CH:17]=[CH:16][CH:15]=[CH:14][CH:13]=2)=[O:9])[CH2:4]1)#[N:2]. The catalyst class is: 2. (6) Reactant: C(OC([NH:11][C@H:12]([C:16]([O:18][CH2:19][C:20]1[N:21]([CH2:34][CH2:35][CH2:36][CH2:37][NH:38][S:39]([CH3:42])(=[O:41])=[O:40])[C:22]2[C:31]3[CH:30]=[CH:29][CH:28]=[CH:27][C:26]=3[N:25]=[C:24]([NH2:32])[C:23]=2[N:33]=1)=[O:17])[CH:13]([CH3:15])[CH3:14])=O)C1C=CC=CC=1.CO.C1COCC1.Cl. Product: [NH2:11][C@H:12]([C:16]([O:18][CH2:19][C:20]1[N:21]([CH2:34][CH2:35][CH2:36][CH2:37][NH:38][S:39]([CH3:42])(=[O:40])=[O:41])[C:22]2[C:31]3[CH:30]=[CH:29][CH:28]=[CH:27][C:26]=3[N:25]=[C:24]([NH2:32])[C:23]=2[N:33]=1)=[O:17])[CH:13]([CH3:15])[CH3:14]. The catalyst class is: 386. (7) Reactant: [F:1][C:2]1[CH:7]=[CH:6][C:5]([N:8]2[C:11](=[O:12])[C@H:10]([S:13][CH2:14][C:15]([C:17]3[CH:22]=[CH:21][C:20]([F:23])=[CH:19][CH:18]=3)=[O:16])[C@H:9]2[C:24]2[CH:46]=[CH:45][C:27]([O:28][CH2:29][C:30]([NH:32][CH2:33][C:34]([NH:36][C@H:37]([C:42]([OH:44])=[O:43])[CH2:38][CH2:39][S:40][CH3:41])=[O:35])=[O:31])=[CH:26][CH:25]=2)=[CH:4][CH:3]=1.[BH4-].[Na+]. Product: [F:1][C:2]1[CH:7]=[CH:6][C:5]([N:8]2[C:11](=[O:12])[C@H:10]([S:13][CH2:14][CH:15]([C:17]3[CH:18]=[CH:19][C:20]([F:23])=[CH:21][CH:22]=3)[OH:16])[C@H:9]2[C:24]2[CH:46]=[CH:45][C:27]([O:28][CH2:29][C:30]([NH:32][CH2:33][C:34]([NH:36][C@H:37]([C:42]([OH:44])=[O:43])[CH2:38][CH2:39][S:40][CH3:41])=[O:35])=[O:31])=[CH:26][CH:25]=2)=[CH:4][CH:3]=1. The catalyst class is: 130. (8) Reactant: [C:1](Cl)([O:3][CH2:4][C:5]1[CH:10]=[CH:9][CH:8]=[CH:7][CH:6]=1)=[O:2].[NH:12]1[CH2:18][CH2:17][CH2:16][C@H:13]1[CH2:14][OH:15].C(=O)([O-])O.[Na+]. Product: [C:1]([N:12]1[CH2:18][CH2:17][CH2:16][C@H:13]1[CH2:14][OH:15])([O:3][CH2:4][C:5]1[CH:10]=[CH:9][CH:8]=[CH:7][CH:6]=1)=[O:2]. The catalyst class is: 34. (9) Product: [Cl:27][C:21]1[CH:22]=[C:23]([Cl:26])[CH:24]=[CH:25][C:20]=1[N:19]1[C:15]([C:12]2[CH:11]=[CH:10][C:9]([OH:8])=[CH:14][CH:13]=2)=[C:16]([CH3:41])[C:17]([C:28]([NH:30][C:31]2[CH:36]=[CH:35][C:34]([C:37]([F:38])([F:40])[F:39])=[CH:33][N:32]=2)=[O:29])=[N:18]1. The catalyst class is: 570. Reactant: C([O:8][C:9]1[CH:14]=[CH:13][C:12]([C:15]2[N:19]([C:20]3[CH:25]=[CH:24][C:23]([Cl:26])=[CH:22][C:21]=3[Cl:27])[N:18]=[C:17]([C:28]([NH:30][C:31]3[CH:36]=[CH:35][C:34]([C:37]([F:40])([F:39])[F:38])=[CH:33][N:32]=3)=[O:29])[C:16]=2[CH3:41])=[CH:11][CH:10]=1)C1C=CC=CC=1.C(O)C. (10) Reactant: [Cl:1][C:2]1[C:33]([F:34])=[CH:32][CH:31]=[CH:30][C:3]=1[CH2:4][NH:5][C:6](=[O:29])[N:7]([CH:9]([CH2:25][CH2:26][CH:27]=O)[CH2:10][O:11][C:12](=[O:24])[NH:13][C:14]1[N:15]=[CH:16][C:17]2[C:22]([CH:23]=1)=[CH:21][CH:20]=[CH:19][CH:18]=2)[CH3:8].[CH3:35]CN(C(C)C)C(C)C.Cl.N1[C:49]2[NH:50][CH2:51][CH2:52][NH:53][C:48]=2[N:47]=[N:46]1.C(O[BH-](OC(=O)C)OC(=O)C)(=O)C.[Na+]. Product: [Cl:1][C:2]1[C:33]([F:34])=[CH:32][CH:31]=[CH:30][C:3]=1[CH2:4][NH:5][C:6](=[O:29])[N:7]([CH:9]([CH2:25][CH2:26][CH2:27][N:50]1[CH2:51][CH2:52][N:53]2[CH:35]=[N:46][N:47]=[C:48]2[CH2:49]1)[CH2:10][O:11][C:12](=[O:24])[NH:13][C:14]1[N:15]=[CH:16][C:17]2[C:22]([CH:23]=1)=[CH:21][CH:20]=[CH:19][CH:18]=2)[CH3:8]. The catalyst class is: 279.